Dataset: Reaction yield outcomes from USPTO patents with 853,638 reactions. Task: Predict the reaction yield, written as a fraction of the theoretical maximum amount of product (1.0 means a 100% yield; for example, 0.34 means a 34% yield). (1) The reactants are [Cl:1][C:2]1[CH:18]=[CH:17][C:16]([Cl:19])=[CH:15][C:3]=1[O:4][CH2:5][C:6]1[CH:11]=[CH:10][N:9]=[C:8]([C:12]([OH:14])=O)[CH:7]=1.Cl.[F:21][C:22]1[CH:34]=[CH:33][C:25]([CH2:26][N:27]2[CH:31]=[C:30]([NH2:32])[CH:29]=[N:28]2)=[CH:24][CH:23]=1. No catalyst specified. The product is [Cl:1][C:2]1[CH:18]=[CH:17][C:16]([Cl:19])=[CH:15][C:3]=1[O:4][CH2:5][C:6]1[CH:11]=[CH:10][N:9]=[C:8]([C:12]([NH:32][C:30]2[CH:29]=[N:28][N:27]([CH2:26][C:25]3[CH:33]=[CH:34][C:22]([F:21])=[CH:23][CH:24]=3)[CH:31]=2)=[O:14])[CH:7]=1. The yield is 0.660. (2) The reactants are [CH:1]1[C:10]2[C:5](=[CH:6][CH:7]=[CH:8][CH:9]=2)[CH:4]=[C:3]([NH2:11])[N:2]=1.C(O)(C(F)(F)F)=O. The catalyst is [Pt](=O)=O. The product is [CH:1]1[C:10]2[CH2:9][CH2:8][CH2:7][CH2:6][C:5]=2[CH:4]=[C:3]([NH2:11])[N:2]=1. The yield is 0.570. (3) The reactants are [C:1](OC(=O)C)(=[O:3])[CH3:2].[Br:8][C:9]1[C:17]2[O:16][C:15]([C:18]3[CH:23]=[CH:22][C:21]([OH:24])=[C:20]([F:25])[CH:19]=3)=[N:14][C:13]=2[CH:12]=[C:11]([OH:26])[CH:10]=1.[O:27]1CCO[CH2:29][CH2:28]1. The catalyst is CN(C)C1C=CN=CC=1.O. The product is [C:1]([O:24][C:21]1[CH:22]=[CH:23][C:18]([C:15]2[O:16][C:17]3[C:9]([Br:8])=[CH:10][C:11]([O:26][C:28](=[O:27])[CH3:29])=[CH:12][C:13]=3[N:14]=2)=[CH:19][C:20]=1[F:25])(=[O:3])[CH3:2]. The yield is 0.560. (4) The reactants are Cl[C:2]1[C:3]2[CH:10]=[CH:9][NH:8][C:4]=2[N:5]=[CH:6][N:7]=1.[CH:11]1([NH:17][CH3:18])[CH2:16][CH2:15][CH2:14][CH2:13][CH2:12]1.C(O)(C)(C)C.Cl. The catalyst is O. The product is [CH:11]1([N:17]([CH3:18])[C:2]2[C:3]3[CH:10]=[CH:9][NH:8][C:4]=3[N:5]=[CH:6][N:7]=2)[CH2:16][CH2:15][CH2:14][CH2:13][CH2:12]1. The yield is 0.880. (5) The reactants are [O:1]1[C:5]2([CH2:10][CH2:9][O:8][CH2:7][CH2:6]2)[O:4][CH2:3][CH2:2]1.FC(F)(F)S(O[Si](C)(C)C)(=O)=O.O. The catalyst is O1CCCC1. The product is [O:8]1[CH2:9][CH2:10][CH:5]([O:4][CH2:3][CH2:2][OH:1])[CH2:6][CH2:7]1. The yield is 0.880. (6) The reactants are [Cl:1][C:2]1[CH:3]=[C:4]2[C:10]([C:11]3[N:16]=[C:15]([NH:17][C@H:18]4[CH2:22][CH2:21][N:20](S(C)(=O)=O)[CH2:19]4)[C:14]([F:27])=[CH:13][N:12]=3)=[CH:9][NH:8][C:5]2=[N:6][CH:7]=1.[CH3:28][O:29][C:30](Cl)=[O:31]. No catalyst specified. The product is [Cl:1][C:2]1[CH:3]=[C:4]2[C:10]([C:11]3[N:16]=[C:15]([NH:17][C@H:18]4[CH2:22][CH2:21][N:20]([C:30]([O:29][CH3:28])=[O:31])[CH2:19]4)[C:14]([F:27])=[CH:13][N:12]=3)=[CH:9][NH:8][C:5]2=[N:6][CH:7]=1. The yield is 0.520. (7) The reactants are Br[C:2]1[CH:3]=[C:4]2[C:8](=[CH:9][CH:10]=1)[C:7](=[O:11])[CH2:6][CH2:5]2.[CH2:12]([Sn](CCCC)(CCCC)C=C)[CH2:13]CC. The catalyst is C1C=CC([P]([Pd]([P](C2C=CC=CC=2)(C2C=CC=CC=2)C2C=CC=CC=2)([P](C2C=CC=CC=2)(C2C=CC=CC=2)C2C=CC=CC=2)[P](C2C=CC=CC=2)(C2C=CC=CC=2)C2C=CC=CC=2)(C2C=CC=CC=2)C2C=CC=CC=2)=CC=1.C1(C)C=CC=CC=1. The product is [CH:12]([C:2]1[CH:3]=[C:4]2[C:8](=[CH:9][CH:10]=1)[C:7](=[O:11])[CH2:6][CH2:5]2)=[CH2:13]. The yield is 0.800.